Dataset: Forward reaction prediction with 1.9M reactions from USPTO patents (1976-2016). Task: Predict the product of the given reaction. Given the reactants [NH2:1][CH:2]([C:11]1[C:16]([F:17])=[CH:15][CH:14]=[CH:13][C:12]=1[O:18][CH2:19][CH3:20])[CH2:3][CH:4]([CH3:10])[C:5]([O:7]CC)=O.[CH:21]1[C:29]2[C:28]3[CH:30]=[CH:31][CH:32]=[CH:33][C:27]=3[O:26][C:25]=2[CH:24]=[CH:23][C:22]=1[CH:34]=O, predict the reaction product. The product is: [CH:21]1[C:29]2[C:28]3[CH:30]=[CH:31][CH:32]=[CH:33][C:27]=3[O:26][C:25]=2[CH:24]=[CH:23][C:22]=1[CH2:34][N:1]1[CH:2]([C:11]2[C:16]([F:17])=[CH:15][CH:14]=[CH:13][C:12]=2[O:18][CH2:19][CH3:20])[CH2:3][CH:4]([CH3:10])[C:5]1=[O:7].